From a dataset of NCI-60 drug combinations with 297,098 pairs across 59 cell lines. Regression. Given two drug SMILES strings and cell line genomic features, predict the synergy score measuring deviation from expected non-interaction effect. (1) Drug 1: C1=NC2=C(N1)C(=S)N=C(N2)N. Drug 2: C1=CC=C(C=C1)NC(=O)CCCCCCC(=O)NO. Cell line: MALME-3M. Synergy scores: CSS=29.5, Synergy_ZIP=-6.25, Synergy_Bliss=1.11, Synergy_Loewe=-2.04, Synergy_HSA=1.35. (2) Synergy scores: CSS=-6.63, Synergy_ZIP=-10.8, Synergy_Bliss=-25.5, Synergy_Loewe=-60.8, Synergy_HSA=-28.0. Drug 1: CN(C)C1=NC(=NC(=N1)N(C)C)N(C)C. Cell line: CCRF-CEM. Drug 2: CC(C1=C(C=CC(=C1Cl)F)Cl)OC2=C(N=CC(=C2)C3=CN(N=C3)C4CCNCC4)N. (3) Drug 1: CC1C(C(CC(O1)OC2CC(CC3=C2C(=C4C(=C3O)C(=O)C5=C(C4=O)C(=CC=C5)OC)O)(C(=O)CO)O)N)O.Cl. Drug 2: COC1=C(C=C2C(=C1)N=CN=C2NC3=CC(=C(C=C3)F)Cl)OCCCN4CCOCC4. Cell line: MDA-MB-435. Synergy scores: CSS=-1.06, Synergy_ZIP=0.475, Synergy_Bliss=-2.30, Synergy_Loewe=-4.84, Synergy_HSA=-4.45. (4) Drug 1: CC1=C2C(C(=O)C3(C(CC4C(C3C(C(C2(C)C)(CC1OC(=O)C(C(C5=CC=CC=C5)NC(=O)OC(C)(C)C)O)O)OC(=O)C6=CC=CC=C6)(CO4)OC(=O)C)OC)C)OC. Drug 2: CC1C(C(CC(O1)OC2CC(CC3=C2C(=C4C(=C3O)C(=O)C5=C(C4=O)C(=CC=C5)OC)O)(C(=O)C)O)N)O.Cl. Cell line: MOLT-4. Synergy scores: CSS=98.7, Synergy_ZIP=17.4, Synergy_Bliss=17.2, Synergy_Loewe=16.0, Synergy_HSA=18.7.